Dataset: Catalyst prediction with 721,799 reactions and 888 catalyst types from USPTO. Task: Predict which catalyst facilitates the given reaction. (1) Reactant: C(=O)([O-])[O-].[Cs+].[Cs+].[SH:7][C:8]1[CH:9]=[C:10]([CH2:14][C:15]([OH:17])=[O:16])[CH:11]=[CH:12][CH:13]=1.[Cl:18][C:19]([Cl:33])([Cl:32])[CH2:20][O:21][C:22](=[O:31])[C:23]1[CH:28]=[CH:27][CH:26]=[CH:25][C:24]=1[CH2:29]Br.O. Product: [Cl:18][C:19]([Cl:32])([Cl:33])[CH2:20][O:21][C:22](=[O:31])[C:23]1[CH:28]=[CH:27][CH:26]=[CH:25][C:24]=1[CH2:29][S:7][C:8]1[CH:13]=[CH:12][CH:11]=[C:10]([CH2:14][C:15]([OH:17])=[O:16])[CH:9]=1. The catalyst class is: 3. (2) Reactant: [Si]([O:8][N:9]=[C:10]1[C:18]2[C:13](=[CH:14][C:15]([NH:19][C:20]3[C:28]4[C:23](=[CH:24][N:25]=[CH:26][CH:27]=4)[S:22][C:21]=3[C:29]([NH:31][C:32]3[CH:37]=[CH:36][CH:35]=[CH:34][CH:33]=3)=[O:30])=[CH:16][CH:17]=2)[CH2:12][CH2:11]1)(C(C)(C)C)(C)C.CCCC[N+](CCCC)(CCCC)CCCC.[F-]. Product: [OH:8][N:9]=[C:10]1[C:18]2[C:13](=[CH:14][C:15]([NH:19][C:20]3[C:28]4[C:23](=[CH:24][N:25]=[CH:26][CH:27]=4)[S:22][C:21]=3[C:29]([NH:31][C:32]3[CH:37]=[CH:36][CH:35]=[CH:34][CH:33]=3)=[O:30])=[CH:16][CH:17]=2)[CH2:12][CH2:11]1. The catalyst class is: 34. (3) Reactant: [C:1]([C@@H:4]([NH:28]C(=O)OCC1C=CC=CC=1)[CH2:5][C@H:6]1[CH2:17][CH2:16][C:15]2[S:14][C:13]3[N:12]=[CH:11][N:10]=[C:9]([O:18][CH:19]4[CH2:24][CH2:23][CH:22]([N:25]([CH3:27])[CH3:26])[CH2:21][CH2:20]4)[C:8]=3[C:7]1=2)(=[O:3])[NH2:2].Cl. Product: [NH2:28][C@@H:4]([CH2:5][C@H:6]1[CH2:17][CH2:16][C:15]2[S:14][C:13]3[N:12]=[CH:11][N:10]=[C:9]([O:18][CH:19]4[CH2:20][CH2:21][CH:22]([N:25]([CH3:26])[CH3:27])[CH2:23][CH2:24]4)[C:8]=3[C:7]1=2)[C:1]([NH2:2])=[O:3]. The catalyst class is: 4. (4) Reactant: [Br:1][C:2]1[C:3]([NH2:9])=[CH:4][C:5](Cl)=[N:6][CH:7]=1.[NH:10]1[CH2:15][CH2:14][O:13][CH2:12][CH2:11]1. Product: [Br:1][C:2]1[C:3]([NH2:9])=[CH:4][C:5]([N:10]2[CH2:15][CH2:14][O:13][CH2:12][CH2:11]2)=[N:6][CH:7]=1. The catalyst class is: 25.